From a dataset of Catalyst prediction with 721,799 reactions and 888 catalyst types from USPTO. Predict which catalyst facilitates the given reaction. (1) Reactant: CCN=C=NCCCN(C)C.Cl.[CH3:13][NH:14][CH2:15][C:16]1[S:24][C:23]2[CH:22]=[CH:21][N:20]=[CH:19][C:18]=2[CH:17]=1.[NH2:25][C:26]1[N:31]=[CH:30][C:29]([CH:32]=[CH:33][C:34]([OH:36])=O)=[CH:28][CH:27]=1.C1C=CC2N(O)N=NC=2C=1.C(N(CC)CC)C. Product: [NH2:25][C:26]1[N:31]=[CH:30][C:29](/[CH:32]=[CH:33]/[C:34]([N:14]([CH3:13])[CH2:15][C:16]2[S:24][C:23]3[CH:22]=[CH:21][N:20]=[CH:19][C:18]=3[CH:17]=2)=[O:36])=[CH:28][CH:27]=1. The catalyst class is: 18. (2) Reactant: [Br:1][C:2]1[C:10]2[C:5](=[N:6][CH:7]=[CH:8][C:9]=2Cl)[N:4]([CH2:12][C:13]2[CH:18]=[CH:17][C:16]([O:19][CH3:20])=[CH:15][CH:14]=2)[N:3]=1.[NH2:21][C:22]1[CH:23]=[C:24]([CH:30]=[CH:31][CH:32]=1)[C:25]([O:27][CH2:28][CH3:29])=[O:26].C1(O)C=CC=CC=1. Product: [Br:1][C:2]1[C:10]2[C:5](=[N:6][CH:7]=[CH:8][C:9]=2[NH:21][C:22]2[CH:23]=[C:24]([CH:30]=[CH:31][CH:32]=2)[C:25]([O:27][CH2:28][CH3:29])=[O:26])[N:4]([CH2:12][C:13]2[CH:18]=[CH:17][C:16]([O:19][CH3:20])=[CH:15][CH:14]=2)[N:3]=1. The catalyst class is: 25.